Dataset: Forward reaction prediction with 1.9M reactions from USPTO patents (1976-2016). Task: Predict the product of the given reaction. (1) Given the reactants [C:1]([C:3]1[CH:8]=[C:7]([O:9][C:10]2[CH:15]=[CH:14][C:13]([NH2:16])=[C:12]([F:17])[CH:11]=2)[CH:6]=[CH:5][N:4]=1)#[CH:2].[CH:18](=[N:20][OH:21])[CH3:19].C(N(CC)CC)C.ClN1C(=O)CCC1=O, predict the reaction product. The product is: [F:17][C:12]1[CH:11]=[C:10]([O:9][C:7]2[CH:6]=[CH:5][N:4]=[C:3]([C:1]3[O:21][N:20]=[C:18]([CH3:19])[CH:2]=3)[CH:8]=2)[CH:15]=[CH:14][C:13]=1[NH2:16]. (2) Given the reactants CO[C:3]([CH2:8][C:9]1[CH:14]=[CH:13][CH:12]=[CH:11][CH:10]=1)([O:6][CH3:7])OC.CC1[CH:24]=[CH:23][C:19]([C:20]([O-:22])=[O:21])=[C:18](O)[C:17]=1[NH2:26].Cl.[CH3:28]O, predict the reaction product. The product is: [C:9]1([CH2:8][C:3]2[O:6][C:7]3[CH:24]=[CH:23][C:19]([C:20]([O:22][CH3:28])=[O:21])=[CH:18][C:17]=3[N:26]=2)[CH:10]=[CH:11][CH:12]=[CH:13][CH:14]=1. (3) Given the reactants Cl[C:2]1[C:3](=[O:19])[N:4]([CH2:15][CH2:16][O:17][CH3:18])[S:5](=[O:14])(=[O:13])[C:6]=1[C:7]1[CH:12]=[CH:11][CH:10]=[CH:9][CH:8]=1.[CH2:20]([NH2:26])[CH2:21][CH2:22][CH2:23][CH2:24][CH3:25], predict the reaction product. The product is: [CH2:20]([NH:26][C:2]1[C:3](=[O:19])[N:4]([CH2:15][CH2:16][O:17][CH3:18])[S:5](=[O:14])(=[O:13])[C:6]=1[C:7]1[CH:12]=[CH:11][CH:10]=[CH:9][CH:8]=1)[CH2:21][CH2:22][CH2:23][CH2:24][CH3:25]. (4) Given the reactants [Cl:1][C:2]1[CH:11]=[CH:10][C:9]2[N:8]=[C:7]([N:12]3[CH2:15][CH:14]([NH:16][CH2:17][CH2:18][O:19]S(C)(=O)=O)[CH2:13]3)[CH:6]=[CH:5][C:4]=2[C:3]=1[C:24]([NH:26][CH2:27][CH:28]1[CH2:33][CH2:32][CH2:31][CH2:30][CH2:29]1)=[O:25].C(CN)O, predict the reaction product. The product is: [Cl:1][C:2]1[CH:11]=[CH:10][C:9]2[N:8]=[C:7]([N:12]3[CH2:15][CH:14]([NH:16][CH2:17][CH2:18][OH:19])[CH2:13]3)[CH:6]=[CH:5][C:4]=2[C:3]=1[C:24]([NH:26][CH2:27][CH:28]1[CH2:33][CH2:32][CH2:31][CH2:30][CH2:29]1)=[O:25]. (5) Given the reactants [F:1][C:2]([F:14])([F:13])[CH2:3][O:4][C:5]1[CH:10]=[CH:9][N:8]=[C:7]([C:11]#[N:12])[CH:6]=1.[ClH:15], predict the reaction product. The product is: [ClH:15].[F:14][C:2]([F:1])([F:13])[CH2:3][O:4][C:5]1[CH:10]=[CH:9][N:8]=[C:7]([CH2:11][NH2:12])[CH:6]=1. (6) Given the reactants Cl[C:2]1[CH:3]=[N:4][C:5]2[C:10]([N:11]=1)=[CH:9][C:8]([C:12]([N:14]([O:16][CH3:17])[CH3:15])=[O:13])=[CH:7][CH:6]=2.[Cl:18][C:19]1[CH:24]=[CH:23][C:22](B(O)O)=[CH:21][CH:20]=1.C([O-])([O-])=O.[Na+].[Na+], predict the reaction product. The product is: [Cl:18][C:19]1[CH:24]=[CH:23][C:22]([C:2]2[CH:3]=[N:4][C:5]3[C:10]([N:11]=2)=[CH:9][C:8]([C:12]([N:14]([O:16][CH3:17])[CH3:15])=[O:13])=[CH:7][CH:6]=3)=[CH:21][CH:20]=1. (7) Given the reactants CCN(C(C)C)C(C)C.FC(F)(F)C(O)=O.[F:17][C:18]1[CH:23]=[CH:22][C:21]([S:24]([C@@:27]2([C:32]3[CH:37]=[CH:36][C:35]([C:38]([F:47])([C:43]([F:46])([F:45])[F:44])[C:39]([F:42])([F:41])[F:40])=[CH:34][CH:33]=3)[CH2:31][CH2:30][NH:29][CH2:28]2)(=[O:26])=[O:25])=[CH:20][CH:19]=1.Br[CH2:49][C:50]([NH2:52])=[O:51], predict the reaction product. The product is: [F:17][C:18]1[CH:23]=[CH:22][C:21]([S:24]([C@@:27]2([C:32]3[CH:33]=[CH:34][C:35]([C:38]([F:47])([C:39]([F:42])([F:41])[F:40])[C:43]([F:44])([F:45])[F:46])=[CH:36][CH:37]=3)[CH2:31][CH2:30][N:29]([CH2:49][C:50]([NH2:52])=[O:51])[CH2:28]2)(=[O:25])=[O:26])=[CH:20][CH:19]=1. (8) Given the reactants [C:1]([O:5][C:6]([NH:8][CH2:9][C:10]([CH:17]1[CH2:22][CH2:21][CH2:20][CH2:19][CH2:18]1)([CH3:16])[C:11]([O:13][CH2:14][CH3:15])=[O:12])=[O:7])([CH3:4])([CH3:3])[CH3:2].[C:23](OC(NCC(C1CCCCC=1)(C)C(OCC)=O)=O)(C)(C)C.CI.[H-].[Na+], predict the reaction product. The product is: [C:1]([O:5][C:6]([N:8]([CH3:23])[CH2:9][C:10]([C:17]1[CH2:18][CH2:19][CH2:20][CH2:21][CH:22]=1)([CH3:16])[C:11]([O:13][CH2:14][CH3:15])=[O:12])=[O:7])([CH3:2])([CH3:3])[CH3:4]. (9) Given the reactants [CH2:1]([N:3]([CH2:16][C@H:17]1[CH2:22][CH2:21][C@H:20]([CH2:23][C:24]([O:26][CH2:27][CH3:28])=[O:25])[CH2:19][CH2:18]1)[C:4]1[CH:9]=[CH:8][C:7]([C:10]([F:13])([F:12])[F:11])=[CH:6][C:5]=1[CH2:14]O)[CH3:2].S(Cl)(Cl)=O.[F:33][C:34]([F:53])([F:52])[C:35]1[CH:36]=[C:37]([C@H:45]2[O:49][C:48](=[O:50])[NH:47][C@H:46]2[CH3:51])[CH:38]=[C:39]([C:41]([F:44])([F:43])[F:42])[CH:40]=1.CC(C)([O-])C.[K+], predict the reaction product. The product is: [F:53][C:34]([F:33])([F:52])[C:35]1[CH:36]=[C:37]([C@H:45]2[O:49][C:48](=[O:50])[N:47]([CH2:14][C:5]3[CH:6]=[C:7]([C:10]([F:13])([F:12])[F:11])[CH:8]=[CH:9][C:4]=3[N:3]([CH2:16][C@H:17]3[CH2:18][CH2:19][C@H:20]([CH2:23][C:24]([O:26][CH2:27][CH3:28])=[O:25])[CH2:21][CH2:22]3)[CH2:1][CH3:2])[C@H:46]2[CH3:51])[CH:38]=[C:39]([C:41]([F:42])([F:43])[F:44])[CH:40]=1.